Dataset: Reaction yield outcomes from USPTO patents with 853,638 reactions. Task: Predict the reaction yield, written as a fraction of the theoretical maximum amount of product (1.0 means a 100% yield; for example, 0.34 means a 34% yield). (1) The reactants are [C:1]([O:5][C:6]([C@:8]1([C:19](=[O:24])[N:20]([O:22][CH3:23])[CH3:21])[C@@H:10]([C:11]2[CH:16]=[CH:15][CH:14]=[CH:13][CH:12]=2)[C@H:9]1[CH2:17][OH:18])=[O:7])([CH3:4])([CH3:3])[CH3:2].[CH3:25]I. The catalyst is [Ag]=O. The product is [C:1]([O:5][C:6]([C@:8]1([C:19](=[O:24])[N:20]([O:22][CH3:23])[CH3:21])[C@@H:10]([C:11]2[CH:16]=[CH:15][CH:14]=[CH:13][CH:12]=2)[C@H:9]1[CH2:17][O:18][CH3:25])=[O:7])([CH3:4])([CH3:3])[CH3:2]. The yield is 0.580. (2) The reactants are [N:1]1[CH:6]=[CH:5][CH:4]=[CH:3][C:2]=1[C:7]([OH:9])=O.C(N1C=CN=C1)(N1C=CN=C1)=O.[NH2:22][C:23]1[CH:24]=[C:25]([CH:29]2[C:38]([CH3:40])([CH3:39])[CH2:37][C:36]3[C:31](=[CH:32][CH:33]=[C:34]([C:41]([OH:43])=[O:42])[CH:35]=3)[NH:30]2)[CH:26]=[CH:27][CH:28]=1. The catalyst is CN(C)C=O. The product is [CH3:39][C:38]1([CH3:40])[CH2:37][C:36]2[C:31](=[CH:32][CH:33]=[C:34]([C:41]([OH:43])=[O:42])[CH:35]=2)[NH:30][CH:29]1[C:25]1[CH:26]=[CH:27][CH:28]=[C:23]([NH:22][C:7]([C:2]2[CH:3]=[CH:4][CH:5]=[CH:6][N:1]=2)=[O:9])[CH:24]=1. The yield is 0.570. (3) The yield is 0.820. The product is [Br:12][C:13]1[CH:18]=[CH:17][CH:16]=[CH:15][C:14]=1[NH:19][C:20](=[O:21])[O:9][CH:3]1[CH:4]2[CH2:7][CH2:8][N:1]([CH2:6][CH2:5]2)[CH2:2]1. The catalyst is C1COCC1. The reactants are [N:1]12[CH2:8][CH2:7][CH:4]([CH2:5][CH2:6]1)[CH:3]([OH:9])[CH2:2]2.[H-].[Na+].[Br:12][C:13]1[CH:18]=[CH:17][CH:16]=[CH:15][C:14]=1[N:19]=[C:20]=[O:21].